From a dataset of Catalyst prediction with 721,799 reactions and 888 catalyst types from USPTO. Predict which catalyst facilitates the given reaction. (1) Reactant: [F:1][C:2]1[CH:7]=[CH:6][CH:5]=[CH:4][C:3]=1[C:8](=[O:10])[CH3:9].C(=O)([O-])[O-].[Na+].[Na+].[S:17](O[S:17]([C:20]([F:23])([F:22])[F:21])(=[O:19])=[O:18])([C:20]([F:23])([F:22])[F:21])(=[O:19])=[O:18]. Product: [F:21][C:20]([F:23])([F:22])[S:17]([O:10][C:8]([C:3]1[CH:4]=[CH:5][CH:6]=[CH:7][C:2]=1[F:1])=[CH2:9])(=[O:19])=[O:18]. The catalyst class is: 2. (2) Reactant: O.[O:2]=[C:3]([CH2:5][N:6]([C:8](=[NH:10])[NH2:9])[CH3:7])[OH:4].[C:11]([OH:21])(=[O:20])[C:12]1[NH:19][C:17](=[O:18])[NH:16][C:14](=[O:15])[CH:13]=1. The catalyst class is: 8. Product: [C:11]([OH:21])(=[O:20])[C:12]1[NH:19][C:17](=[O:18])[NH:16][C:14](=[O:15])[CH:13]=1.[O:2]=[C:3]([CH2:5][N:6]([C:8](=[NH:9])[NH2:10])[CH3:7])[OH:4].[O:2]=[C:3]([CH2:5][N:6]([C:8](=[NH:9])[NH2:10])[CH3:7])[OH:4].[O:2]=[C:3]([CH2:5][N:6]([C:8](=[NH:9])[NH2:10])[CH3:7])[OH:4]. (3) Reactant: [CH3:1][O:2][C:3](=[O:18])[C:4]1[CH:9]=[CH:8][C:7]([CH:10]=[C:11]2[S:15][C:14](=[O:16])[NH:13][C:12]2=[O:17])=[CH:6][CH:5]=1. Product: [CH3:1][O:2][C:3](=[O:18])[C:4]1[CH:5]=[CH:6][C:7]([CH2:10][CH:11]2[S:15][C:14](=[O:16])[NH:13][C:12]2=[O:17])=[CH:8][CH:9]=1. The catalyst class is: 19. (4) Reactant: Cl.O.[NH:3]1[CH2:8][CH2:7][C:6](=[O:9])[CH2:5][CH2:4]1.C([O-])([O-])=O.[K+].[K+].O=C1CCC(=O)N1[O:23][C:24](=O)[O:25][CH2:26][C:27]1[CH:32]=[CH:31][CH:30]=[CH:29][CH:28]=1. Product: [CH2:26]([O:25][C:24]([N:3]1[CH2:8][CH2:7][C:6](=[O:9])[CH2:5][CH2:4]1)=[O:23])[C:27]1[CH:32]=[CH:31][CH:30]=[CH:29][CH:28]=1. The catalyst class is: 192. (5) Reactant: [C:1]([O:6][CH3:7])(=[O:5])[C:2]([CH3:4])=[CH2:3].[CH:8]1([NH:11][C:12]2[C:17]([CH:18]=[N:19][OH:20])=[CH:16][N:15]=[C:14]3[N:21]([CH2:24][CH3:25])[N:22]=[CH:23][C:13]=23)[CH2:10][CH2:9]1.Cl[O-].[Na+]. Product: [CH:8]1([NH:11][C:12]2[C:17]([C:18]3[CH2:3][C:2]([CH3:4])([C:1]([O:6][CH3:7])=[O:5])[O:20][N:19]=3)=[CH:16][N:15]=[C:14]3[N:21]([CH2:24][CH3:25])[N:22]=[CH:23][C:13]=23)[CH2:9][CH2:10]1. The catalyst class is: 7. (6) Reactant: C([O:5][C:6](=[O:26])[C:7]1[CH:12]=[C:11]([CH3:13])[C:10]([O:14][CH2:15][CH:16]([OH:23])[CH2:17][NH:18][C:19](=[O:22])[CH2:20][OH:21])=[C:9]([CH2:24][CH3:25])[CH:8]=1)(C)(C)C. Product: [CH2:24]([C:9]1[CH:8]=[C:7]([CH:12]=[C:11]([CH3:13])[C:10]=1[O:14][CH2:15][C@@H:16]([OH:23])[CH2:17][NH:18][C:19](=[O:22])[CH2:20][OH:21])[C:6]([OH:26])=[O:5])[CH3:25]. The catalyst class is: 157. (7) Reactant: [Cl:1][C:2]1[CH:7]=[CH:6][CH:5]=[C:4]([F:8])[C:3]=1[CH3:9].[N+:10]([O-])([O-:12])=[O:11].[K+]. Product: [Cl:1][C:2]1[C:3]([CH3:9])=[C:4]([F:8])[CH:5]=[CH:6][C:7]=1[N+:10]([O-:12])=[O:11]. The catalyst class is: 65. (8) Reactant: [CH3:1][C:2]1([CH3:20])[CH2:7][CH2:6][N:5]([C:8]2[CH:13]=[CH:12][C:11]([S:14][C:15]([F:18])([F:17])[F:16])=[CH:10][CH:9]=2)[C:4](=[O:19])[NH:3]1.[H-].[Na+].Cl[CH2:24][C:25]1[C:33]2[C:28](=[N:29][CH:30]=[CH:31][CH:32]=2)[N:27](C(OC(C)(C)C)=O)[CH:26]=1. Product: [CH3:1][C:2]1([CH3:20])[CH2:7][CH2:6][N:5]([C:8]2[CH:9]=[CH:10][C:11]([S:14][C:15]([F:18])([F:17])[F:16])=[CH:12][CH:13]=2)[C:4](=[O:19])[N:3]1[CH2:24][C:25]1[C:33]2[C:28](=[N:29][CH:30]=[CH:31][CH:32]=2)[NH:27][CH:26]=1. The catalyst class is: 3. (9) The catalyst class is: 10. Reactant: Cl.[CH3:2][C:3]1[CH:8]=[CH:7][CH:6]=[C:5]([O:9][C:10]2[CH:15]=[CH:14][CH:13]=[C:12]([CH:16]=[C:17]3[CH2:22][CH2:21][NH:20][CH2:19][CH2:18]3)[CH:11]=2)[N:4]=1.[N:23]1[CH:28]=[CH:27][CH:26]=[C:25]([NH:29][C:30](=O)[O:31]C2C=CC=CC=2)[N:24]=1.C(N(CC)CC)C. Product: [CH3:2][C:3]1[N:4]=[C:5]([O:9][C:10]2[CH:11]=[C:12]([CH:13]=[CH:14][CH:15]=2)[CH:16]=[C:17]2[CH2:22][CH2:21][N:20]([C:30]([NH:29][C:25]3[N:24]=[N:23][CH:28]=[CH:27][CH:26]=3)=[O:31])[CH2:19][CH2:18]2)[CH:6]=[CH:7][CH:8]=1. (10) Reactant: OC[C@@H]([C@H]([C@@H]([C@@H](CO)O)O)O)O.Cl.[CH2:14]([C:26]1[CH:31]=[CH:30][CH:29]=[CH:28][C:27]=1S(O)(=O)=O)[CH2:15][CH2:16]CCCCCCCCC.C(C1C=C2C(=CC=1)CCC2)=O.[OH-].[K+]. Product: [CH2:16]1[C:27]2[C:26](=[CH:31][CH:30]=[CH:29][CH:28]=2)[CH2:14][CH2:15]1. The catalyst class is: 6.